From a dataset of Peptide-MHC class I binding affinity with 185,985 pairs from IEDB/IMGT. Regression. Given a peptide amino acid sequence and an MHC pseudo amino acid sequence, predict their binding affinity value. This is MHC class I binding data. (1) The peptide sequence is FLKEEGGL. The MHC is HLA-A23:01 with pseudo-sequence HLA-A23:01. The binding affinity (normalized) is 0.0275. (2) The peptide sequence is LPEFERRTL. The MHC is HLA-A02:01 with pseudo-sequence HLA-A02:01. The binding affinity (normalized) is 0.0847. (3) The binding affinity (normalized) is 0.803. The peptide sequence is VLSIVSLFPL. The MHC is HLA-A02:01 with pseudo-sequence HLA-A02:01.